Dataset: HIV replication inhibition screening data with 41,000+ compounds from the AIDS Antiviral Screen. Task: Binary Classification. Given a drug SMILES string, predict its activity (active/inactive) in a high-throughput screening assay against a specified biological target. The molecule is Cc1ccccc1N1CC2CC3C=CC2(C1)O3. The result is 0 (inactive).